This data is from NCI-60 drug combinations with 297,098 pairs across 59 cell lines. The task is: Regression. Given two drug SMILES strings and cell line genomic features, predict the synergy score measuring deviation from expected non-interaction effect. (1) Drug 1: CC1C(C(CC(O1)OC2CC(CC3=C2C(=C4C(=C3O)C(=O)C5=C(C4=O)C(=CC=C5)OC)O)(C(=O)CO)O)N)O.Cl. Drug 2: C1=CC(=CC=C1CC(C(=O)O)N)N(CCCl)CCCl.Cl. Cell line: A549. Synergy scores: CSS=20.9, Synergy_ZIP=-0.142, Synergy_Bliss=2.33, Synergy_Loewe=1.80, Synergy_HSA=3.06. (2) Drug 1: C1=CC(=CC=C1CCCC(=O)O)N(CCCl)CCCl. Drug 2: CCC1(CC2CC(C3=C(CCN(C2)C1)C4=CC=CC=C4N3)(C5=C(C=C6C(=C5)C78CCN9C7C(C=CC9)(C(C(C8N6C)(C(=O)OC)O)OC(=O)C)CC)OC)C(=O)OC)O.OS(=O)(=O)O. Cell line: CAKI-1. Synergy scores: CSS=61.5, Synergy_ZIP=-7.05, Synergy_Bliss=-5.71, Synergy_Loewe=-26.7, Synergy_HSA=0.374. (3) Drug 1: C1CN1P(=S)(N2CC2)N3CC3. Drug 2: CC1=C(C=C(C=C1)C(=O)NC2=CC(=CC(=C2)C(F)(F)F)N3C=C(N=C3)C)NC4=NC=CC(=N4)C5=CN=CC=C5. Cell line: RXF 393. Synergy scores: CSS=7.44, Synergy_ZIP=0.369, Synergy_Bliss=2.93, Synergy_Loewe=2.01, Synergy_HSA=2.11. (4) Drug 1: CC1=C2C(C(=O)C3(C(CC4C(C3C(C(C2(C)C)(CC1OC(=O)C(C(C5=CC=CC=C5)NC(=O)OC(C)(C)C)O)O)OC(=O)C6=CC=CC=C6)(CO4)OC(=O)C)OC)C)OC. Drug 2: CC(C)CN1C=NC2=C1C3=CC=CC=C3N=C2N. Cell line: NCI-H226. Synergy scores: CSS=26.5, Synergy_ZIP=1.99, Synergy_Bliss=-0.577, Synergy_Loewe=-26.9, Synergy_HSA=-2.65. (5) Cell line: EKVX. Drug 2: CC1=C(C=C(C=C1)C(=O)NC2=CC(=CC(=C2)C(F)(F)F)N3C=C(N=C3)C)NC4=NC=CC(=N4)C5=CN=CC=C5. Synergy scores: CSS=8.23, Synergy_ZIP=-0.0579, Synergy_Bliss=4.32, Synergy_Loewe=1.70, Synergy_HSA=1.72. Drug 1: CS(=O)(=O)C1=CC(=C(C=C1)C(=O)NC2=CC(=C(C=C2)Cl)C3=CC=CC=N3)Cl. (6) Drug 1: C1=CC(=C2C(=C1NCCNCCO)C(=O)C3=C(C=CC(=C3C2=O)O)O)NCCNCCO. Drug 2: COC1=C2C(=CC3=C1OC=C3)C=CC(=O)O2. Cell line: M14. Synergy scores: CSS=12.9, Synergy_ZIP=1.98, Synergy_Bliss=1.66, Synergy_Loewe=-40.7, Synergy_HSA=-1.06. (7) Drug 2: C(CCl)NC(=O)N(CCCl)N=O. Drug 1: C1CCC(C(C1)N)N.C(=O)(C(=O)[O-])[O-].[Pt+4]. Cell line: SF-295. Synergy scores: CSS=25.9, Synergy_ZIP=-9.55, Synergy_Bliss=1.26, Synergy_Loewe=1.65, Synergy_HSA=3.72. (8) Drug 1: C1=CC(=CC=C1CCCC(=O)O)N(CCCl)CCCl. Synergy scores: CSS=34.1, Synergy_ZIP=-12.0, Synergy_Bliss=-5.00, Synergy_Loewe=-2.75, Synergy_HSA=-0.503. Cell line: MCF7. Drug 2: C(=O)(N)NO. (9) Drug 1: CN1C(=O)N2C=NC(=C2N=N1)C(=O)N. Drug 2: CC(C)(C1=NC(=CC=C1)N2C3=NC(=NC=C3C(=O)N2CC=C)NC4=CC=C(C=C4)N5CCN(CC5)C)O. Cell line: NCIH23. Synergy scores: CSS=74.9, Synergy_ZIP=5.42, Synergy_Bliss=5.62, Synergy_Loewe=0.898, Synergy_HSA=7.85. (10) Drug 1: CN(C)N=NC1=C(NC=N1)C(=O)N. Drug 2: CC1=C(C=C(C=C1)C(=O)NC2=CC(=CC(=C2)C(F)(F)F)N3C=C(N=C3)C)NC4=NC=CC(=N4)C5=CN=CC=C5. Cell line: OVCAR3. Synergy scores: CSS=-1.23, Synergy_ZIP=0.0260, Synergy_Bliss=-3.73, Synergy_Loewe=-6.51, Synergy_HSA=-6.37.